Task: Regression. Given two drug SMILES strings and cell line genomic features, predict the synergy score measuring deviation from expected non-interaction effect.. Dataset: NCI-60 drug combinations with 297,098 pairs across 59 cell lines (1) Drug 1: CCC1=CC2CC(C3=C(CN(C2)C1)C4=CC=CC=C4N3)(C5=C(C=C6C(=C5)C78CCN9C7C(C=CC9)(C(C(C8N6C)(C(=O)OC)O)OC(=O)C)CC)OC)C(=O)OC.C(C(C(=O)O)O)(C(=O)O)O. Drug 2: C1=CC(=CC=C1CCCC(=O)O)N(CCCl)CCCl. Cell line: IGROV1. Synergy scores: CSS=51.8, Synergy_ZIP=2.80, Synergy_Bliss=3.10, Synergy_Loewe=6.31, Synergy_HSA=7.88. (2) Synergy scores: CSS=10.6, Synergy_ZIP=-0.733, Synergy_Bliss=-5.65, Synergy_Loewe=-7.64, Synergy_HSA=-2.95. Drug 1: C1CN1P(=S)(N2CC2)N3CC3. Cell line: IGROV1. Drug 2: CC1=C(C=C(C=C1)NC(=O)C2=CC=C(C=C2)CN3CCN(CC3)C)NC4=NC=CC(=N4)C5=CN=CC=C5. (3) Drug 1: C1=C(C(=O)NC(=O)N1)F. Drug 2: CC(C)(C#N)C1=CC(=CC(=C1)CN2C=NC=N2)C(C)(C)C#N. Cell line: SK-MEL-5. Synergy scores: CSS=35.1, Synergy_ZIP=1.25, Synergy_Bliss=1.26, Synergy_Loewe=1.88, Synergy_HSA=2.07. (4) Drug 1: CC(C)(C#N)C1=CC(=CC(=C1)CN2C=NC=N2)C(C)(C)C#N. Drug 2: CC1CCC2CC(C(=CC=CC=CC(CC(C(=O)C(C(C(=CC(C(=O)CC(OC(=O)C3CCCCN3C(=O)C(=O)C1(O2)O)C(C)CC4CCC(C(C4)OC)O)C)C)O)OC)C)C)C)OC. Cell line: RPMI-8226. Synergy scores: CSS=-14.0, Synergy_ZIP=7.68, Synergy_Bliss=2.47, Synergy_Loewe=-10.8, Synergy_HSA=-10.9. (5) Drug 1: CN1C(=O)N2C=NC(=C2N=N1)C(=O)N. Drug 2: CC1C(C(CC(O1)OC2CC(CC3=C2C(=C4C(=C3O)C(=O)C5=C(C4=O)C(=CC=C5)OC)O)(C(=O)CO)O)N)O.Cl. Cell line: SK-MEL-2. Synergy scores: CSS=47.0, Synergy_ZIP=1.13, Synergy_Bliss=1.08, Synergy_Loewe=-61.4, Synergy_HSA=-1.53. (6) Drug 1: C(=O)(N)NO. Drug 2: CN1C2=C(C=C(C=C2)N(CCCl)CCCl)N=C1CCCC(=O)O.Cl. Cell line: OVCAR-4. Synergy scores: CSS=3.78, Synergy_ZIP=1.31, Synergy_Bliss=4.36, Synergy_Loewe=3.62, Synergy_HSA=2.87. (7) Cell line: 786-0. Drug 2: C1CNP(=O)(OC1)N(CCCl)CCCl. Synergy scores: CSS=53.7, Synergy_ZIP=7.54, Synergy_Bliss=5.22, Synergy_Loewe=-26.8, Synergy_HSA=4.86. Drug 1: CCCCC(=O)OCC(=O)C1(CC(C2=C(C1)C(=C3C(=C2O)C(=O)C4=C(C3=O)C=CC=C4OC)O)OC5CC(C(C(O5)C)O)NC(=O)C(F)(F)F)O. (8) Drug 1: C#CCC(CC1=CN=C2C(=N1)C(=NC(=N2)N)N)C3=CC=C(C=C3)C(=O)NC(CCC(=O)O)C(=O)O. Drug 2: C1CN(P(=O)(OC1)NCCCl)CCCl. Cell line: SNB-19. Synergy scores: CSS=-5.50, Synergy_ZIP=2.75, Synergy_Bliss=-1.19, Synergy_Loewe=-4.23, Synergy_HSA=-6.32.